The task is: Predict the product of the given reaction.. This data is from Forward reaction prediction with 1.9M reactions from USPTO patents (1976-2016). (1) Given the reactants C([O:4][C:5]1[CH:14]=[CH:13][C:12]2[C:7](=[CH:8][CH:9]=[C:10]([CH2:15][CH2:16][CH2:17][CH2:18][CH2:19][CH2:20][CH2:21][CH2:22][CH2:23][CH2:24][CH2:25][CH3:26])[CH:11]=2)[C:6]=1[C:27]([NH2:29])=[O:28])(=O)C.[OH-].[Na+].Cl, predict the reaction product. The product is: [OH:4][C:5]1[CH:14]=[CH:13][C:12]2[C:7](=[CH:8][CH:9]=[C:10]([CH2:15][CH2:16][CH2:17][CH2:18][CH2:19][CH2:20][CH2:21][CH2:22][CH2:23][CH2:24][CH2:25][CH3:26])[CH:11]=2)[C:6]=1[C:27]([NH2:29])=[O:28]. (2) Given the reactants [Br:1][C:2]1[CH:7]=[CH:6][C:5]([CH3:8])=[C:4]([C:9]([F:12])([F:11])[F:10])[CH:3]=1.C1C(=O)N([Br:20])C(=O)C1.C(OOC(=O)C1C=CC=CC=1)(=O)C1C=CC=CC=1, predict the reaction product. The product is: [Br:1][C:2]1[CH:7]=[CH:6][C:5]([CH2:8][Br:20])=[C:4]([C:9]([F:10])([F:11])[F:12])[CH:3]=1. (3) Given the reactants [CH2:1]([C:3]1[N:13]([C:14]2[CH:19]=[CH:18][C:17]([CH2:20][CH2:21][NH2:22])=[CH:16][CH:15]=2)[C:6]2=[N:7][C:8]([CH3:12])=[CH:9][C:10]([CH3:11])=[C:5]2[N:4]=1)[CH3:2].[Cl:23][C:24]1[CH:29]=[CH:28][CH:27]=[CH:26][C:25]=1[S:30]([N:33]=[C:34]=[O:35])(=[O:32])=[O:31], predict the reaction product. The product is: [Cl:23][C:24]1[CH:29]=[CH:28][CH:27]=[CH:26][C:25]=1[S:30]([NH:33][C:34]([NH:22][CH2:21][CH2:20][C:17]1[CH:16]=[CH:15][C:14]([N:13]2[C:6]3=[N:7][C:8]([CH3:12])=[CH:9][C:10]([CH3:11])=[C:5]3[N:4]=[C:3]2[CH2:1][CH3:2])=[CH:19][CH:18]=1)=[O:35])(=[O:32])=[O:31]. (4) Given the reactants Cl[C:2]1[C:3]2[C:4](=[CH:16][N:17](CC3C=CC(OC)=CC=3)[N:18]=2)[N:5]=[C:6]([C:8]2[CH:13]=[CH:12][CH:11]=[C:10]([O:14][CH3:15])[CH:9]=2)[N:7]=1.[CH3:28][N:29]([CH3:37])[C:30]1[CH:35]=[CH:34][C:33]([NH2:36])=[CH:32][CH:31]=1.Cl, predict the reaction product. The product is: [CH3:15][O:14][C:10]1[CH:9]=[C:8]([C:6]2[N:7]=[C:2]([NH:36][C:33]3[CH:34]=[CH:35][C:30]([N:29]([CH3:37])[CH3:28])=[CH:31][CH:32]=3)[C:3]3[NH:18][N:17]=[CH:16][C:4]=3[N:5]=2)[CH:13]=[CH:12][CH:11]=1. (5) Given the reactants [S:1]1[CH2:6][CH2:5]C(C#N)[CH2:3][CH2:2]1.[OH-:9].[Na+].Cl.[CH2:12]([OH:14])[CH3:13], predict the reaction product. The product is: [S:1]1[CH2:6][CH2:5][CH:13]([C:12]([OH:9])=[O:14])[CH2:3][CH2:2]1. (6) The product is: [Cl:1][C:2]1[CH:11]=[C:10]2[C:5]([N:6]=[C:7]([C:15]3[CH2:20][CH2:19][NH:18][CH2:17][CH:16]=3)[C:8]3[N:9]2[CH:12]=[N:13][N:14]=3)=[CH:4][CH:3]=1. Given the reactants [Cl:1][C:2]1[CH:11]=[C:10]2[C:5]([N:6]=[C:7]([C:15]3[CH2:20][CH2:19][N:18](C(OC(C)(C)C)=O)[CH2:17][CH:16]=3)[C:8]3[N:9]2[CH:12]=[N:13][N:14]=3)=[CH:4][CH:3]=1.C(Cl)Cl.FC(F)(F)C(O)=O, predict the reaction product.